This data is from Catalyst prediction with 721,799 reactions and 888 catalyst types from USPTO. The task is: Predict which catalyst facilitates the given reaction. (1) Reactant: [NH2:1][C:2]1[CH:10]=[CH:9][C:5]([C:6]([OH:8])=O)=[C:4]([F:11])[CH:3]=1.[Cl:12][C:13]1[CH:19]=[CH:18][C:16]([NH2:17])=[C:15]([N:20]2[CH2:25][CH2:24][N:23]([CH2:26][CH2:27][C:28]([F:31])([F:30])[F:29])[CH2:22][CH2:21]2)[CH:14]=1.CN(C(ON1N=NC2C=CC=NC1=2)=[N+](C)C)C.F[P-](F)(F)(F)(F)F. Product: [NH2:1][C:2]1[CH:10]=[CH:9][C:5]([C:6]([NH:17][C:16]2[CH:18]=[CH:19][C:13]([Cl:12])=[CH:14][C:15]=2[N:20]2[CH2:25][CH2:24][N:23]([CH2:26][CH2:27][C:28]([F:31])([F:30])[F:29])[CH2:22][CH2:21]2)=[O:8])=[C:4]([F:11])[CH:3]=1. The catalyst class is: 3. (2) Reactant: [N+:1]([C:4]1[CH:12]=[C:11]2[C:7]([C:8]([CH:21]=[CH:22][C:23]3[CH:28]=[CH:27][CH:26]=[CH:25][CH:24]=3)=[N:9][N:10]2[CH2:13][O:14][CH2:15][CH2:16][Si:17]([CH3:20])([CH3:19])[CH3:18])=[CH:6][CH:5]=1)([O-])=O.Cl[Sn]Cl.O.[OH-].[Na+]. Product: [CH:21]([C:8]1[C:7]2[C:11](=[CH:12][C:4]([NH2:1])=[CH:5][CH:6]=2)[N:10]([CH2:13][O:14][CH2:15][CH2:16][Si:17]([CH3:19])([CH3:18])[CH3:20])[N:9]=1)=[CH:22][C:23]1[CH:28]=[CH:27][CH:26]=[CH:25][CH:24]=1. The catalyst class is: 31.